From a dataset of Reaction yield outcomes from USPTO patents with 853,638 reactions. Predict the reaction yield, written as a fraction of the theoretical maximum amount of product (1.0 means a 100% yield; for example, 0.34 means a 34% yield). (1) The reactants are [C:1](OC(=O)C)(=[O:3])[CH3:2].[C:8]([C:10]([OH:37])([C:31]1[CH:36]=[CH:35][CH:34]=[CH:33][CH:32]=1)[C:11]1[CH:16]=[CH:15][C:14]([NH:17][C:18]([CH:20]2[O:24][N:23]=[C:22]([C:25]3[CH:26]=[N:27][CH:28]=[CH:29][CH:30]=3)[CH2:21]2)=[O:19])=[CH:13][CH:12]=1)#[N:9]. The catalyst is N1C=CC=CC=1. The product is [C:8]([C:10]([O:37][C:1](=[O:3])[CH3:2])([C:11]1[CH:12]=[CH:13][C:14]([NH:17][C:18]([CH:20]2[O:24][N:23]=[C:22]([C:25]3[CH:26]=[N:27][CH:28]=[CH:29][CH:30]=3)[CH2:21]2)=[O:19])=[CH:15][CH:16]=1)[C:31]1[CH:32]=[CH:33][CH:34]=[CH:35][CH:36]=1)#[N:9]. The yield is 0.610. (2) The reactants are [Br:1][C:2]1[CH:11]=[CH:10][CH:9]=[C:8]2[C:3]=1[CH:4]=[CH:5][C:6]([C:12]([OH:14])=[O:13])=[CH:7]2.S(Cl)(Cl)=O.[CH3:19]O. No catalyst specified. The product is [Br:1][C:2]1[CH:11]=[CH:10][CH:9]=[C:8]2[C:3]=1[CH:4]=[CH:5][C:6]([C:12]([O:14][CH3:19])=[O:13])=[CH:7]2. The yield is 0.690. (3) The reactants are [CH3:1][O:2][C:3]1[CH:8]=[C:7]([O:9][CH3:10])[CH:6]=[CH:5][C:4]=1[C:11]1[O:12][C:13]2[C:14](=[C:16]([C:20](O)=[O:21])[CH:17]=[CH:18][CH:19]=2)[N:15]=1.Cl.Cl.[NH2:25][C@H:26]1[CH:31]2[CH2:32][CH2:33][N:28]([CH2:29][CH2:30]2)[CH2:27]1.Cl.C(N=C=NCCCN(C)C)C.ON1C2C=CC=CC=2N=N1.C(N(CC)CC)C. The catalyst is CN(C=O)C.ClCCl. The product is [N:28]12[CH2:33][CH2:32][CH:31]([CH2:30][CH2:29]1)[C@H:26]([NH:25][C:20]([C:16]1[CH:17]=[CH:18][CH:19]=[C:13]3[O:12][C:11]([C:4]4[CH:5]=[CH:6][C:7]([O:9][CH3:10])=[CH:8][C:3]=4[O:2][CH3:1])=[N:15][C:14]=13)=[O:21])[CH2:27]2. The yield is 0.460. (4) The reactants are [C:1]([C:4]1[CH:9]=[CH:8][C:7](B(O)O)=[CH:6][CH:5]=1)(=[O:3])[CH3:2].I[C:14]1[C:22]2[C:17](=[N:18][CH:19]=[N:20][C:21]=2[NH2:23])[N:16]([CH:24]([CH3:26])[CH3:25])[N:15]=1.C([O-])([O-])=O.[Na+].[Na+]. The catalyst is CCO.COCCOC.C1C=CC([P]([Pd]([P](C2C=CC=CC=2)(C2C=CC=CC=2)C2C=CC=CC=2)([P](C2C=CC=CC=2)(C2C=CC=CC=2)C2C=CC=CC=2)[P](C2C=CC=CC=2)(C2C=CC=CC=2)C2C=CC=CC=2)(C2C=CC=CC=2)C2C=CC=CC=2)=CC=1. The product is [NH2:23][C:21]1[N:20]=[CH:19][N:18]=[C:17]2[N:16]([CH:24]([CH3:26])[CH3:25])[N:15]=[C:14]([C:7]3[CH:8]=[CH:9][C:4]([C:1](=[O:3])[CH3:2])=[CH:5][CH:6]=3)[C:22]=12. The yield is 0.620. (5) The reactants are [OH-].[Na+].[CH2:3]([N:10]([CH2:24][C:25]1[CH:30]=[CH:29][CH:28]=[CH:27][CH:26]=1)[C:11]1[CH:12]=[C:13](/[CH:18]=[CH:19]/[C:20]([O:22]C)=[O:21])[CH:14]=[C:15]([F:17])[CH:16]=1)[C:4]1[CH:9]=[CH:8][CH:7]=[CH:6][CH:5]=1.Cl. The catalyst is O1CCCC1.CO. The product is [CH2:24]([N:10]([CH2:3][C:4]1[CH:9]=[CH:8][CH:7]=[CH:6][CH:5]=1)[C:11]1[CH:12]=[C:13](/[CH:18]=[CH:19]/[C:20]([OH:22])=[O:21])[CH:14]=[C:15]([F:17])[CH:16]=1)[C:25]1[CH:26]=[CH:27][CH:28]=[CH:29][CH:30]=1. The yield is 0.910. (6) The reactants are [CH3:1][C:2]1[CH:7]=[C:6]([CH3:8])[NH:5][C:4](=[O:9])[C:3]=1[CH2:10][NH:11][C:12]([C:14]1[C:15]2[CH:36]=[N:35][N:34]([CH:37]([CH3:39])[CH3:38])[C:16]=2[N:17]=[C:18]([C:20]2[CH2:21][CH2:22][N:23]([C:26]([CH:28]3[CH2:33][CH2:32][NH:31][CH2:30][CH2:29]3)=[O:27])[CH2:24][CH:25]=2)[CH:19]=1)=[O:13].C=O.[BH3-][C:43]#N.[Na+]. The catalyst is CO. The product is [CH3:1][C:2]1[CH:7]=[C:6]([CH3:8])[NH:5][C:4](=[O:9])[C:3]=1[CH2:10][NH:11][C:12]([C:14]1[C:15]2[CH:36]=[N:35][N:34]([CH:37]([CH3:39])[CH3:38])[C:16]=2[N:17]=[C:18]([C:20]2[CH2:21][CH2:22][N:23]([C:26]([CH:28]3[CH2:29][CH2:30][N:31]([CH3:43])[CH2:32][CH2:33]3)=[O:27])[CH2:24][CH:25]=2)[CH:19]=1)=[O:13]. The yield is 0.290. (7) The reactants are C([O:3][C:4]([C@@H:6]1[C@@H:8]([C:9](=[O:27])[NH:10][C@@H:11]([CH2:21][C:22]2[N:23]=[CH:24][S:25][CH:26]=2)[C:12](=[O:20])[NH:13][C:14]2[CH:19]=[CH:18][CH:17]=[CH:16][CH:15]=2)[O:7]1)=[O:5])C.[Li+].[OH-]. The catalyst is C1COCC1.CO.O. The product is [O:20]=[C:12]([NH:13][C:14]1[CH:15]=[CH:16][CH:17]=[CH:18][CH:19]=1)[C@@H:11]([NH:10][C:9]([C@H:8]1[O:7][C@@H:6]1[C:4]([OH:5])=[O:3])=[O:27])[CH2:21][C:22]1[N:23]=[CH:24][S:25][CH:26]=1. The yield is 0.433. (8) The reactants are Cl[C:2]1[N:7]=[CH:6][N:5]=[C:4]2[NH:8][N:9]=[CH:10][C:3]=12.C(N(CC)CC)C.[C:18]([NH:25][CH:26]1[CH2:31][CH2:30][NH:29][CH2:28][CH2:27]1)([O:20][C:21]([CH3:24])([CH3:23])[CH3:22])=[O:19]. The catalyst is C(O)C. The product is [C:21]([O:20][C:18](=[O:19])[NH:25][CH:26]1[CH2:31][CH2:30][N:29]([C:2]2[N:7]=[CH:6][N:5]=[C:4]3[NH:8][N:9]=[CH:10][C:3]=23)[CH2:28][CH2:27]1)([CH3:24])([CH3:22])[CH3:23]. The yield is 0.260. (9) The reactants are [CH3:1][O:2][C:3]1[CH:10]=[CH:9][CH:8]=[CH:7][C:4]=1[CH2:5][NH2:6].C(N(CC)CC)C.[N:18]1[CH:23]=[CH:22][CH:21]=[CH:20][C:19]=1[CH2:24][CH2:25][NH2:26].[O:27]1CC[O:30][CH2:29][CH2:28]1. No catalyst specified. The product is [CH3:1][O:2][C:3]1[CH:10]=[CH:9][CH:8]=[CH:7][C:4]=1[CH2:5][NH:6][C:29](=[O:30])[C:28]([NH:26][CH2:25][CH2:24][C:19]1[CH:20]=[CH:21][CH:22]=[CH:23][N:18]=1)=[O:27]. The yield is 0.700.